From a dataset of Catalyst prediction with 721,799 reactions and 888 catalyst types from USPTO. Predict which catalyst facilitates the given reaction. Reactant: [CH2:1]([C:5]1[CH:10]=[CH:9][C:8]([CH:11]([CH3:15])[C:12]([OH:14])=[O:13])=[CH:7][CH:6]=1)[CH:2]([CH3:4])[CH3:3].CNC1(NC)C=CN=CC1.[CH3:26][N:27]([CH3:41])[CH2:28][CH:29]([CH3:40])[CH:30]([C:33]1[CH:34]=[C:35](O)[CH:36]=[CH:37][CH:38]=1)[CH2:31][CH3:32].C1(N=C=NC2CCCCC2)CCCCC1. Product: [CH2:1]([C:5]1[CH:6]=[CH:7][C:8]([CH:11]([CH3:15])[C:12]([O:14][C:37]2[CH:36]=[CH:35][CH:34]=[C:33]([CH:30]([CH2:31][CH3:32])[CH:29]([CH3:40])[CH2:28][N:27]([CH3:41])[CH3:26])[CH:38]=2)=[O:13])=[CH:9][CH:10]=1)[CH:2]([CH3:4])[CH3:3]. The catalyst class is: 4.